This data is from Peptide-MHC class I binding affinity with 185,985 pairs from IEDB/IMGT. The task is: Regression. Given a peptide amino acid sequence and an MHC pseudo amino acid sequence, predict their binding affinity value. This is MHC class I binding data. (1) The MHC is HLA-C12:03 with pseudo-sequence HLA-C12:03. The peptide sequence is FASASSYAI. The binding affinity (normalized) is 0.570. (2) The peptide sequence is MQYEVTQHA. The MHC is HLA-B51:01 with pseudo-sequence HLA-B51:01. The binding affinity (normalized) is 0.0847. (3) The peptide sequence is FIRYGDASL. The MHC is HLA-A02:03 with pseudo-sequence HLA-A02:03. The binding affinity (normalized) is 0.568. (4) The peptide sequence is AAPLILSRI. The MHC is HLA-A02:07 with pseudo-sequence HLA-A02:07. The binding affinity (normalized) is 0.187. (5) The peptide sequence is LVKMINHLK. The MHC is HLA-B07:02 with pseudo-sequence HLA-B07:02. The binding affinity (normalized) is 0. (6) The MHC is Patr-A0301 with pseudo-sequence Patr-A0301. The peptide sequence is GVWIRTPPAY. The binding affinity (normalized) is 0.0127. (7) The peptide sequence is ILNSDDEQA. The MHC is HLA-B39:01 with pseudo-sequence HLA-B39:01. The binding affinity (normalized) is 0.0847.